This data is from Peptide-MHC class I binding affinity with 185,985 pairs from IEDB/IMGT. The task is: Regression. Given a peptide amino acid sequence and an MHC pseudo amino acid sequence, predict their binding affinity value. This is MHC class I binding data. (1) The peptide sequence is RAPHLPPQW. The MHC is HLA-B58:01 with pseudo-sequence HLA-B58:01. The binding affinity (normalized) is 0.577. (2) The peptide sequence is KEAYCQEFSL. The MHC is HLA-B18:01 with pseudo-sequence HLA-B18:01. The binding affinity (normalized) is 0.0279. (3) The peptide sequence is IPVSTNGKI. The MHC is HLA-B51:01 with pseudo-sequence HLA-B51:01. The binding affinity (normalized) is 0.381. (4) The peptide sequence is IMNEGWASF. The MHC is HLA-A02:19 with pseudo-sequence HLA-A02:19. The binding affinity (normalized) is 0.443. (5) The MHC is HLA-B44:02 with pseudo-sequence HLA-B44:02. The peptide sequence is QEYADVFHLY. The binding affinity (normalized) is 0.771. (6) The peptide sequence is DLLHLNSLF. The MHC is Mamu-A2201 with pseudo-sequence Mamu-A2201. The binding affinity (normalized) is 0. (7) The peptide sequence is VGHMMVIFR. The MHC is HLA-A03:01 with pseudo-sequence HLA-A03:01. The binding affinity (normalized) is 0.